Dataset: Full USPTO retrosynthesis dataset with 1.9M reactions from patents (1976-2016). Task: Predict the reactants needed to synthesize the given product. (1) Given the product [O:1]([CH2:8][C:9]([NH:11][C:12]1[NH:13][C:14](=[O:38])[C:15]2[N:16]=[CH:17][N:18]([C:36]=2[N:37]=1)[C@@H:19]1[O:35][C@H:32]([CH2:33][O:34][C:51]([C:60]2[CH:65]=[CH:64][CH:63]=[CH:62][CH:61]=2)([C:52]2[CH:57]=[CH:56][C:55]([O:58][CH3:59])=[CH:54][CH:53]=2)[C:50]2[CH:49]=[CH:48][C:47]([O:46][CH3:45])=[CH:68][CH:67]=2)[C@@H:30]([OH:31])[C@H:20]1[O:21][CH2:22][O:23][CH2:24][O:25][CH2:26][CH2:27][C:28]#[N:29])=[O:10])[C:2]1[CH:7]=[CH:6][CH:5]=[CH:4][CH:3]=1, predict the reactants needed to synthesize it. The reactants are: [O:1]([CH2:8][C:9]([NH:11][C:12]1[NH:13][C:14](=[O:38])[C:15]2[N:16]=[CH:17][N:18]([C:36]=2[N:37]=1)[C@@H:19]1[O:35][C@H:32]([CH2:33][OH:34])[C@@H:30]([OH:31])[C@H:20]1[O:21][CH2:22][O:23][CH2:24][O:25][CH2:26][CH2:27][C:28]#[N:29])=[O:10])[C:2]1[CH:7]=[CH:6][CH:5]=[CH:4][CH:3]=1.N1C=CC=CC=1.[CH3:45][O:46][C:47]1[CH:68]=[CH:67][C:50]([C:51](Cl)([C:60]2[CH:65]=[CH:64][CH:63]=[CH:62][CH:61]=2)[C:52]2[CH:57]=[CH:56][C:55]([O:58][CH3:59])=[CH:54][CH:53]=2)=[CH:49][CH:48]=1. (2) Given the product [Cl:34][C:33]1[CH:32]=[CH:31][CH:30]=[C:29]([Cl:35])[C:28]=1[C:21]1[C:20]([CH2:19][O:18][C:14]2[CH:15]=[C:16]([CH3:17])[C:11]([NH:10][C:8](=[O:9])[C:7]3[CH:6]=[CH:5][C:4]([C:3]([OH:38])=[O:2])=[CH:37][CH:36]=3)=[N:12][CH:13]=2)=[C:24]([CH:25]([CH3:27])[CH3:26])[O:23][N:22]=1, predict the reactants needed to synthesize it. The reactants are: C[O:2][C:3](=[O:38])[C:4]1[CH:37]=[CH:36][C:7]([C:8]([NH:10][C:11]2[C:16]([CH3:17])=[CH:15][C:14]([O:18][CH2:19][C:20]3[C:21]([C:28]4[C:33]([Cl:34])=[CH:32][CH:31]=[CH:30][C:29]=4[Cl:35])=[N:22][O:23][C:24]=3[CH:25]([CH3:27])[CH3:26])=[CH:13][N:12]=2)=[O:9])=[CH:6][CH:5]=1.O[Li].O.C(O)(=O)C. (3) Given the product [NH2:1][C:2]1[N:7]=[C:6]([C:8]2[C:9]([C:22]3[CH:23]=[C:24]([NH:28][S:29]([C:32]4[CH:37]=[C:36]([F:38])[CH:35]=[CH:34][C:33]=4[F:39])(=[O:30])=[O:31])[CH:25]=[CH:26][CH:27]=3)=[N:10][NH:11][CH:12]=2)[CH:5]=[CH:4][N:3]=1, predict the reactants needed to synthesize it. The reactants are: [NH2:1][C:2]1[N:7]=[C:6]([C:8]2[C:9]([C:22]3[CH:23]=[C:24]([NH:28][S:29]([C:32]4[CH:37]=[C:36]([F:38])[CH:35]=[CH:34][C:33]=4[F:39])(=[O:31])=[O:30])[CH:25]=[CH:26][CH:27]=3)=[N:10][N:11](CC3C=CC(OC)=CC=3)[CH:12]=2)[CH:5]=[CH:4][N:3]=1.C(OCC)C. (4) Given the product [Cl:35][C:32]1[CH:31]=[CH:30][C:29]([CH:26]([C:27]#[N:28])[NH:25][C:15]([C:14]2[C:13]([CH3:18])=[N:12][N:11]3[C:6]([O:5][CH2:4][C:3]4[C:20]([F:24])=[CH:21][CH:22]=[CH:23][C:2]=4[F:1])=[CH:7][C:8]([CH3:19])=[CH:9][C:10]=23)=[O:17])=[CH:34][CH:33]=1, predict the reactants needed to synthesize it. The reactants are: [F:1][C:2]1[CH:23]=[CH:22][CH:21]=[C:20]([F:24])[C:3]=1[CH2:4][O:5][C:6]1[N:11]2[N:12]=[C:13]([CH3:18])[C:14]([C:15]([OH:17])=O)=[C:10]2[CH:9]=[C:8]([CH3:19])[CH:7]=1.[NH2:25][CH:26]([C:29]1[CH:34]=[CH:33][C:32]([Cl:35])=[CH:31][CH:30]=1)[C:27]#[N:28].CN(C(ON1N=NC2C=CC=NC1=2)=[N+](C)C)C.F[P-](F)(F)(F)(F)F.CN1CCOCC1. (5) Given the product [F:1][C:2]1[CH:3]=[C:4]([NH:9][C:10]([C:12]2[CH:13]=[C:14]([S:18](=[O:20])(=[O:19])[NH:29][C:24]3([C:23]([F:31])([F:30])[F:22])[CH2:28][CH2:27][O:26][CH2:25]3)[S:15][C:16]=2[CH3:17])=[O:11])[CH:5]=[CH:6][C:7]=1[F:8], predict the reactants needed to synthesize it. The reactants are: [F:1][C:2]1[CH:3]=[C:4]([NH:9][C:10]([C:12]2[CH:13]=[C:14]([S:18](Cl)(=[O:20])=[O:19])[S:15][C:16]=2[CH3:17])=[O:11])[CH:5]=[CH:6][C:7]=1[F:8].[F:22][C:23]([F:31])([F:30])[C:24]1([NH2:29])[CH2:28][CH2:27][O:26][CH2:25]1. (6) Given the product [OH:61][C:34]1([C:30]2[CH:31]=[CH:32][CH:33]=[C:28]([C:26]3[NH:27][N:7]=[N:6][N:5]=3)[CH:29]=2)[CH2:39][CH2:38][CH:37]([N:40]2[CH2:41][CH:42]([NH:44][C:45]([CH2:47][NH:48][C:49](=[O:60])[C:50]3[CH:55]=[CH:54][CH:53]=[C:52]([C:56]([F:58])([F:59])[F:57])[CH:51]=3)=[O:46])[CH2:43]2)[CH2:36][CH2:35]1, predict the reactants needed to synthesize it. The reactants are: [Si]([N:5]=[N+:6]=[N-:7])(C)(C)C.CCCC[N+](CCCC)(CCCC)CCCC.[F-].[C:26]([C:28]1[CH:29]=[C:30]([C:34]2([OH:61])[CH2:39][CH2:38][CH:37]([N:40]3[CH2:43][CH:42]([NH:44][C:45]([CH2:47][NH:48][C:49](=[O:60])[C:50]4[CH:55]=[CH:54][CH:53]=[C:52]([C:56]([F:59])([F:58])[F:57])[CH:51]=4)=[O:46])[CH2:41]3)[CH2:36][CH2:35]2)[CH:31]=[CH:32][CH:33]=1)#[N:27].O. (7) Given the product [CH:4]1([N:7]2[C:16]3[C:11](=[CH:12][CH:13]=[C:14]([C:21]4[CH:22]=[C:23]5[C:27](=[CH:28][CH:29]=4)[C@@H:26]([CH3:30])[NH:25][CH2:24]5)[C:15]=3[O:17][CH:18]([F:20])[F:19])[C:10](=[O:31])[C:9]([C:32]([O-:34])=[O:33])=[CH:8]2)[CH2:6][CH2:5]1.[Na+:36], predict the reactants needed to synthesize it. The reactants are: C(O)C.[CH:4]1([N:7]2[C:16]3[C:11](=[CH:12][CH:13]=[C:14]([C:21]4[CH:22]=[C:23]5[C:27](=[CH:28][CH:29]=4)[C@@H:26]([CH3:30])[NH:25][CH2:24]5)[C:15]=3[O:17][CH:18]([F:20])[F:19])[C:10](=[O:31])[C:9]([C:32]([OH:34])=[O:33])=[CH:8]2)[CH2:6][CH2:5]1.[OH-].[Na+:36]. (8) Given the product [C:1]([C:3]1[CH:8]=[CH:7][C:6]([N:9]2[C@H:13]3[CH2:14][CH2:15][CH2:16][CH2:17][C@@H:12]3[N:11]([C:18]3[CH:27]=[CH:26][C:21]([C:22](=[S:43])[NH:24][CH3:25])=[C:20]([F:28])[CH:19]=3)[C:10]2=[O:29])=[CH:5][C:4]=1[C:30]([F:33])([F:32])[F:31])#[N:2], predict the reactants needed to synthesize it. The reactants are: [C:1]([C:3]1[CH:8]=[CH:7][C:6]([N:9]2[C@@H:13]3[CH2:14][CH2:15][CH2:16][CH2:17][C@H:12]3[N:11]([C:18]3[CH:27]=[CH:26][C:21]([C:22]([NH:24][CH3:25])=O)=[C:20]([F:28])[CH:19]=3)[C:10]2=[O:29])=[CH:5][C:4]=1[C:30]([F:33])([F:32])[F:31])#[N:2].COC1C=CC(P2(SP(C3C=CC(OC)=CC=3)(=S)S2)=[S:43])=CC=1. (9) Given the product [CH2:51]([N:48]1[CH2:47][CH2:46][N:45]([C:37]2[C:38]3[C:43](=[CH:42][CH:41]=[CH:40][CH:39]=3)[CH:44]=[C:35]([C:6]3[CH:7]=[CH:8][C:9]([S:12]([CH2:15][CH2:16][CH2:17][O:18][CH2:19][C:20]4[CH:21]=[CH:22][CH:23]=[CH:24][CH:25]=4)(=[O:13])=[O:14])=[CH:10][CH:11]=3)[N:36]=2)[CH2:50][CH2:49]1)[CH3:52], predict the reactants needed to synthesize it. The reactants are: C([Sn](CCCC)(CCCC)[C:6]1[CH:11]=[CH:10][C:9]([S:12]([CH2:15][CH2:16][CH2:17][O:18][CH2:19][C:20]2[CH:25]=[CH:24][CH:23]=[CH:22][CH:21]=2)(=[O:14])=[O:13])=[CH:8][CH:7]=1)CCC.Br[C:35]1[N:36]=[C:37]([N:45]2[CH2:50][CH2:49][N:48]([CH2:51][CH3:52])[CH2:47][CH2:46]2)[C:38]2[C:43]([CH:44]=1)=[CH:42][CH:41]=[CH:40][CH:39]=2. (10) Given the product [CH2:18]([N:11]1[CH2:10][CH2:9][N:8]([C:5]2[CH:6]=[CH:7][C:2]([CH3:1])=[C:3]([N+:14]([O-:16])=[O:15])[CH:4]=2)[CH2:13][CH2:12]1)[CH3:19], predict the reactants needed to synthesize it. The reactants are: [CH3:1][C:2]1[CH:7]=[CH:6][C:5]([N:8]2[CH2:13][CH2:12][NH:11][CH2:10][CH2:9]2)=[CH:4][C:3]=1[N+:14]([O-:16])=[O:15].Br[CH2:18][CH3:19].